This data is from Forward reaction prediction with 1.9M reactions from USPTO patents (1976-2016). The task is: Predict the product of the given reaction. Given the reactants [Si]([O:8][CH:9]([CH2:20][O:21][C:22]1[CH:27]=[CH:26][CH:25]=[C:24]([C:28]2[N:33]=[C:32]([C:34]3[C:35]([CH3:40])=[N:36][S:37][C:38]=3[CH3:39])[C:31]([CH3:41])=[C:30]([NH:42][CH:43]3[CH2:48][CH2:47][O:46][CH2:45][CH2:44]3)[N:29]=2)[CH:23]=1)[CH2:10][N:11](C)[C:12](=[O:18])[O:13]C(C)(C)C)(C(C)(C)C)(C)C, predict the reaction product. The product is: [CH3:40][C:35]1[C:34]([C:32]2[C:31]([CH3:41])=[C:30]([NH:42][CH:43]3[CH2:44][CH2:45][O:46][CH2:47][CH2:48]3)[N:29]=[C:28]([C:24]3[CH:23]=[C:22]([CH:27]=[CH:26][CH:25]=3)[O:21][CH2:20][CH:9]([OH:8])[CH2:10][NH:11][CH3:12])[N:33]=2)=[C:38]([CH3:39])[S:37][N:36]=1.[CH:12]([OH:18])=[O:13].